This data is from Catalyst prediction with 721,799 reactions and 888 catalyst types from USPTO. The task is: Predict which catalyst facilitates the given reaction. Reactant: [Br:1][C:2]1[C:10]2[C:5](=[CH:6][C:7]([N+:21]([O-:23])=[O:22])=[C:8]([CH2:11][NH:12][CH2:13][C:14]3[CH:19]=[CH:18][CH:17]=[C:16]([Cl:20])[CH:15]=3)[CH:9]=2)[N:4]([C:24]([C:37]2[CH:42]=[CH:41][CH:40]=[CH:39][CH:38]=2)([C:31]2[CH:36]=[CH:35][CH:34]=[CH:33][CH:32]=2)[C:25]2[CH:30]=[CH:29][CH:28]=[CH:27][CH:26]=2)[N:3]=1.[OH-].[Na+].Br[CH2:46][C:47]([O:49][CH2:50][CH3:51])=[O:48].O. Product: [Cl:20][C:16]1[CH:15]=[C:14]([CH:19]=[CH:18][CH:17]=1)[CH2:13][N:12]([CH2:46][C:47]([O:49][CH2:50][CH3:51])=[O:48])[CH2:11][C:8]1[CH:9]=[C:10]2[C:5](=[CH:6][C:7]=1[N+:21]([O-:23])=[O:22])[N:4]([C:24]([C:31]1[CH:32]=[CH:33][CH:34]=[CH:35][CH:36]=1)([C:25]1[CH:30]=[CH:29][CH:28]=[CH:27][CH:26]=1)[C:37]1[CH:42]=[CH:41][CH:40]=[CH:39][CH:38]=1)[N:3]=[C:2]2[Br:1]. The catalyst class is: 3.